This data is from Catalyst prediction with 721,799 reactions and 888 catalyst types from USPTO. The task is: Predict which catalyst facilitates the given reaction. (1) Reactant: [F:1][C@H:2]1[CH2:19][C@@:17]2([CH3:18])[C@@H:13]([CH2:14][CH2:15][C:16]2=[O:20])[C@H:12]2[C@H:3]1[C:4]1[CH:5]=[CH:6][C:7]([OH:37])=[CH:8][C:9]=1[CH2:10][C@H:11]2[CH2:21][CH2:22][CH2:23][CH2:24][CH2:25][N:26]([CH3:36])[CH2:27][CH2:28][CH2:29][CH2:30][CH2:31][CH2:32][CH2:33][CH2:34][CH3:35].[BH4-].[Na+]. Product: [F:1][C@H:2]1[CH2:19][C@@:17]2([CH3:18])[C@@H:13]([CH2:14][CH2:15][C@@H:16]2[OH:20])[C@H:12]2[C@H:3]1[C:4]1[CH:5]=[CH:6][C:7]([OH:37])=[CH:8][C:9]=1[CH2:10][C@H:11]2[CH2:21][CH2:22][CH2:23][CH2:24][CH2:25][N:26]([CH3:36])[CH2:27][CH2:28][CH2:29][CH2:30][CH2:31][CH2:32][CH2:33][CH2:34][CH3:35]. The catalyst class is: 5. (2) Reactant: [F:1][C:2]1[CH:7]=[CH:6][CH:5]=[CH:4][C:3]=1[N:8]1[C:16]2[C:11](=[C:12]([N:17]3[CH2:24][C@H:23]4[C@H:19]([NH:20][CH2:21][CH2:22]4)[C:18]3=[O:25])[CH:13]=[CH:14][CH:15]=2)[CH:10]=[N:9]1.[OH:26][C:27]([CH3:33])([CH3:32])[CH2:28][C:29](O)=[O:30].C(N(CC)CC)C.F[P-](F)(F)(F)(F)F.CN(C(N1C2C(=NC=CC=2)[N+]([O-])=N1)=[N+](C)C)C. Product: [F:1][C:2]1[CH:7]=[CH:6][CH:5]=[CH:4][C:3]=1[N:8]1[C:16]2[C:11](=[C:12]([N:17]3[CH2:24][C@H:23]4[C@H:19]([N:20]([C:29](=[O:30])[CH2:28][C:27]([OH:26])([CH3:33])[CH3:32])[CH2:21][CH2:22]4)[C:18]3=[O:25])[CH:13]=[CH:14][CH:15]=2)[CH:10]=[N:9]1. The catalyst class is: 42. (3) Reactant: O=[C:2]1[CH:10]2[CH2:11][C:6]3([NH:13][C:14](=[O:20])[O:15][C:16]([CH3:19])([CH3:18])[CH3:17])[CH2:7][CH:8]([CH2:12][CH:4]([CH2:5]3)[NH:3]1)[CH2:9]2.CO. Product: [C:6]12([NH:13][C:14](=[O:20])[O:15][C:16]([CH3:18])([CH3:17])[CH3:19])[CH2:11][CH:10]3[CH2:9][CH:8]([CH2:12][CH:4]([NH:3][CH2:2]3)[CH2:5]1)[CH2:7]2. The catalyst class is: 1. (4) Reactant: [OH:1][C:2]1[CH:7]=[CH:6][C:5]([CH:8]2[CH2:10][CH:9]2[C:11]([O:13][CH3:14])=[O:12])=[CH:4][CH:3]=1.[CH3:15][C:16]1[CH:21]=[C:20]([O:22][CH2:23][C:24]2([CH3:28])[CH2:27][O:26][CH2:25]2)[CH:19]=[C:18]([CH3:29])[C:17]=1[C:30]1[CH:35]=[CH:34][CH:33]=[C:32]([CH2:36]O)[CH:31]=1.C(P(CCCC)CCCC)CCC.N(C(N1CCCCC1)=O)=NC(N1CCCCC1)=O. Product: [CH3:29][C:18]1[CH:19]=[C:20]([O:22][CH2:23][C:24]2([CH3:28])[CH2:27][O:26][CH2:25]2)[CH:21]=[C:16]([CH3:15])[C:17]=1[C:30]1[CH:35]=[CH:34][CH:33]=[C:32]([CH2:36][O:1][C:2]2[CH:3]=[CH:4][C:5]([CH:8]3[CH2:10][CH:9]3[C:11]([O:13][CH3:14])=[O:12])=[CH:6][CH:7]=2)[CH:31]=1. The catalyst class is: 345. (5) Reactant: C(OC(ON1C2C(=CC([O:19][C:20]3[CH:25]=[CH:24][CH:23]=[CH:22][C:21]=3[Cl:26])=CC=2)CC(NC(=O)OC(C)(C)C)C1=O)=O)(C)(C)C.[C:36]1([C:42]([C:63]2[CH:68]=[CH:67][CH:66]=[CH:65][CH:64]=2)=[N:43][C@H:44]([C:56]([O:58][C:59]([CH3:62])([CH3:61])[CH3:60])=[O:57])[CH2:45][C:46]2[C:51]([N+:52]([O-:54])=[O:53])=[CH:50][CH:49]=[C:48](F)[CH:47]=2)[CH:41]=[CH:40][CH:39]=[CH:38][CH:37]=1.ClC1C=CC=CC=1O.C([O-])([O-])=O.[Cs+].[Cs+]. Product: [Cl:26][C:21]1[CH:22]=[CH:23][CH:24]=[CH:25][C:20]=1[O:19][C:48]1[CH:47]=[C:46]([C:51]([N+:52]([O-:54])=[O:53])=[CH:50][CH:49]=1)[CH2:45][C@@H:44]([C:56]([O:58][C:59]([CH3:62])([CH3:61])[CH3:60])=[O:57])[N:43]=[C:42]([C:63]1[CH:68]=[CH:67][CH:66]=[CH:65][CH:64]=1)[C:36]1[CH:41]=[CH:40][CH:39]=[CH:38][CH:37]=1. The catalyst class is: 23. (6) Reactant: [CH3:1][C:2]1[N:7]=[CH:6][C:5]([C:8]#[N:9])=[CH:4][CH:3]=1.[Br:10]N1C(=O)CCC1=O.CC(N=NC(C#N)(C)C)(C#N)C. Product: [Br:10][CH2:1][C:2]1[N:7]=[CH:6][C:5]([C:8]#[N:9])=[CH:4][CH:3]=1. The catalyst class is: 53. (7) Reactant: F[C:2]1[C:9]([C:10]([F:13])([F:12])[F:11])=[CH:8][CH:7]=[CH:6][C:3]=1[C:4]#[N:5].O.[NH2:15][NH2:16]. Product: [F:11][C:10]([F:12])([F:13])[C:9]1[CH:8]=[CH:7][CH:6]=[C:3]2[C:2]=1[NH:16][N:15]=[C:4]2[NH2:5]. The catalyst class is: 8.